From a dataset of Full USPTO retrosynthesis dataset with 1.9M reactions from patents (1976-2016). Predict the reactants needed to synthesize the given product. (1) Given the product [CH3:16][CH:14]1[CH2:15][N:11]2[C@H:12]([CH2:17][C:18](=[O:25])[CH2:19][CH2:20]2)[CH2:13]1, predict the reactants needed to synthesize it. The reactants are: C(OC([N:11]1[CH2:15][CH:14]([CH3:16])[CH2:13][C@H:12]1[CH2:17][C:18](=[O:25])[CH2:19][C:20](OCC)=O)=O)C1C=CC=CC=1.C(OC(N1C[C@H](OC)C[C@H]1CC(=O)CC(OCC)=O)=O)C1C=CC=CC=1. (2) Given the product [NH2:33][C:23]1[C:24]2[C:25](=[N:26][CH:27]=[C:28]([NH:30][C:12]([C:10]3[N:11]=[C:7]([C:1]4[CH:2]=[CH:3][CH:4]=[CH:5][CH:6]=4)[O:8][C:9]=3[C:15]([F:18])([F:17])[F:16])=[O:14])[CH:29]=2)[N:21]([CH2:19][CH3:20])[N:22]=1, predict the reactants needed to synthesize it. The reactants are: [C:1]1([C:7]2[O:8][C:9]([C:15]([F:18])([F:17])[F:16])=[C:10]([C:12]([OH:14])=O)[N:11]=2)[CH:6]=[CH:5][CH:4]=[CH:3][CH:2]=1.[CH2:19]([N:21]1[C:25]2=[N:26][CH:27]=[C:28]([N+:30]([O-])=O)[CH:29]=[C:24]2[C:23]([NH2:33])=[N:22]1)[CH3:20].NC1C2C(=CC=C(NC(C3N=C(C4C=CC=CC=4)OC=3C(F)(F)F)=O)C=2)N(CCC)N=1. (3) The reactants are: [F:1][C:2]([F:27])([F:26])[C:3]1[CH:8]=[CH:7][C:6]([C:9]2[C:13]3[CH:14]=[CH:15][C:16](OS(C(F)(F)F)(=O)=O)=[CH:17][C:12]=3[S:11][N:10]=2)=[CH:5][CH:4]=1.[CH2:28]([N:30]([CH2:35][CH2:36][O:37][CH3:38])[CH:31]([CH3:34])[C:32]#[CH:33])[CH3:29]. Given the product [CH2:28]([N:30]([CH2:35][CH2:36][O:37][CH3:38])[CH:31]([CH3:34])[C:32]#[C:33][C:16]1[CH:15]=[CH:14][C:13]2[C:9]([C:6]3[CH:5]=[CH:4][C:3]([C:2]([F:1])([F:26])[F:27])=[CH:8][CH:7]=3)=[N:10][S:11][C:12]=2[CH:17]=1)[CH3:29], predict the reactants needed to synthesize it. (4) Given the product [C:1]([O:5][C:6](=[O:31])[CH2:7][O:8][C:9]1[CH:14]=[CH:13][C:12]([Cl:15])=[CH:11][C:10]=1[C:16]#[C:17][C:18]1[CH:23]=[C:22]([S:24]([CH:27]([CH3:32])[CH3:28])(=[O:25])=[O:26])[CH:21]=[CH:20][C:19]=1[F:30])([CH3:3])([CH3:2])[CH3:4], predict the reactants needed to synthesize it. The reactants are: [C:1]([O:5][C:6](=[O:31])[CH2:7][O:8][C:9]1[CH:14]=[CH:13][C:12]([Cl:15])=[CH:11][C:10]=1[C:16]#[C:17][C:18]1[CH:23]=[C:22]([S:24]([CH2:27][CH2:28]C)(=[O:26])=[O:25])[CH:21]=[CH:20][C:19]=1[F:30])([CH3:4])([CH3:3])[CH3:2].[C:32](OC(=O)COC1C=CC(Cl)=CC=1C#C)(C)(C)C.BrC1C=C(S(C(C)C)(=O)=O)C=CC=1F. (5) Given the product [OH:40][CH:15]([C:12]1[S:13][CH:14]=[C:10]([C:8]([OH:9])=[O:7])[N:11]=1)[CH2:16][CH:17]([N:21]([CH3:39])[C:22](=[O:38])[CH:23]([NH:28][C:29]([CH:31]1[CH2:36][CH2:35][CH2:34][CH2:33][N:32]1[CH3:37])=[O:30])[CH:24]([CH3:27])[CH2:25][CH3:26])[CH:18]([CH3:20])[CH3:19], predict the reactants needed to synthesize it. The reactants are: [Sn](O)(C)(C)C.C[O:7][C:8]([C:10]1[N:11]=[C:12]([CH:15]([OH:40])[CH2:16][CH:17]([N:21]([CH3:39])[C:22](=[O:38])[CH:23]([NH:28][C:29]([CH:31]2[CH2:36][CH2:35][CH2:34][CH2:33][N:32]2[CH3:37])=[O:30])[CH:24]([CH3:27])[CH2:25][CH3:26])[CH:18]([CH3:20])[CH3:19])[S:13][CH:14]=1)=[O:9]. (6) Given the product [CH3:21][O:20][C:17]1[CH:18]=[CH:19][C:14]([C@@H:13]2[CH2:12][O:22]2)=[CH:15][N:16]=1, predict the reactants needed to synthesize it. The reactants are: CC1C=CC(S(O[CH2:12][C@H:13]([OH:22])[C:14]2[CH:15]=[N:16][C:17]([O:20][CH3:21])=[CH:18][CH:19]=2)(=O)=O)=CC=1.C(=O)([O-])[O-].[K+].[K+]. (7) Given the product [Br:1][C:2]1[C:3]([Cl:16])=[C:4]([C:5](=[NH:6])[NH:17][OH:18])[CH:7]=[CH:8][CH:9]=1, predict the reactants needed to synthesize it. The reactants are: [Br:1][C:2]1[C:3](Cl)=[C:4]([CH:7]=[CH:8][CH:9]=1)[C:5]#[N:6].C(=O)(O)[O-].[Na+].[ClH:16].[NH2:17][OH:18].